From a dataset of Drug-target binding data from BindingDB using IC50 measurements. Regression. Given a target protein amino acid sequence and a drug SMILES string, predict the binding affinity score between them. We predict pIC50 (pIC50 = -log10(IC50 in M); higher means more potent). Dataset: bindingdb_ic50. (1) The drug is C[C@H]1CCCC(C)(C)[C@@]1(O)/C=C/C=C\C(=O)O. The target protein (Q9FH76) has sequence MDFSGLFLTLSAAALFLCLLRFIAGVRRSSSTKLPLPPGTMGYPYVGETFQLYSQDPNVFFAAKQRRYGSVFKTHVLGCPCVMISSPEAAKFVLVTKSHLFKPTFPASKERMLGKQAIFFHQGDYHSKLRKLVLRAFMPDAIRNMVPHIESIAQESLNSWDGTQLNTYQEMKTYTFNVALISILGKDEVYYREDLKRCYYILEKGYNSMPINLPGTLFHKAMKARKELAQILANILSKRRQNPSSHTDLLGSFMEDKAGLTDEQIADNIIGVIFAARDTTASVLTWILKYLADNPTVLEAVTEEQMAIRKDKKEGESLTWEDTKKMPLTYRVIQETLRAATILSFTFREAVEDVEYEGYLIPKGWKVLPLFRNIHHNADIFSDPGKFDPSRFEVAPKPNTFMPFGSGIHSCPGNELAKLEISVLIHHLTTKYRWSIVGPSDGIQYGPFALPQNGLPIALERKP. The pIC50 is 6.0. (2) The compound is O=C(COc1ccc(C(=O)Nc2cccc(F)c2)c2ccccc12)Nc1ccc(O)cc1. The target protein (P20265) has sequence MATAASNHYSLLTSSASIVHAEPPGGMQQGAGGYREAQSLVQGDYGALQSNGHPLSHAHQWITALSHGGGGGGGGGGGGGGGGGGGGGDGSPWSTSPLGQPDIKPSVVVQQGGRGDELHGPGALQQQHQQQQQQQQQQQQQQQQQQQQQRPPHLVHHAANHHPGPGAWRSAAAAAHLPPSMGASNGGLLYSQPSFTVNGMLGAGGQPAGLHHHGLRDAHDEPHHADHHPHPHSHPHQQPPPPPPPQGPPGHPGAHHDPHSDEDTPTSDDLEQFAKQFKQRRIKLGFTQADVGLALGTLYGNVFSQTTICRFEALQLSFKNMCKLKPLLNKWLEEADSSSGSPTSIDKIAAQGRKRKKRTSIEVSVKGALESHFLKCPKPSAQEITSLADSLQLEKEVVRVWFCNRRQKEKRMTPPGGTLPGAEDVYGGSRDTPPHHGVQTPVQ. The pIC50 is 3.9. (3) The drug is CC(C)[C@H]1COC(=O)N1c1cc(F)nc(N[C@@H](C)c2ccccc2)n1. The target protein (O75874) has sequence MSKKISGGSVVEMQGDEMTRIIWELIKEKLIFPYVELDLHSYDLGIENRDATNDQVTKDAAEAIKKHNVGVKCATITPDEKRVEEFKLKQMWKSPNGTIRNILGGTVFREAIICKNIPRLVSGWVKPIIIGRHAYGDQYRATDFVVPGPGKVEITYTPSDGTQKVTYLVHNFEEGGGVAMGMYNQDKSIEDFAHSSFQMALSKGWPLYLSTKNTILKKYDGRFKDIFQEIYDKQYKSQFEAQKIWYEHRLIDDMVAQAMKSEGGFIWACKNYDGDVQSDSVAQGYGSLGMMTSVLVCPDGKTVEAEAAHGTVTRHYRMYQKGQETSTNPIASIFAWTRGLAHRAKLDNNKELAFFANALEEVSIETIEAGFMTKDLAACIKGLPNVQRSDYLNTFEFMDKLGENLKIKLAQAKL. The pIC50 is 6.6. (4) The compound is COc1ccc(C2=C(C(=O)O)C(c3ccc(O)c(O)c3)Oc3ccc(OC(C)C)cc32)cc1. The target protein (P35463) has sequence MQPLRSLCGRALVALIFACGVAGVQSEERGFPPAGATPPALRTGEIVAPPTKTFWPRGSNASLPRSSSPPQMPKGGRMAGPPARTLTPPPCEGPIEIKDTFKYINTVVSCLVFVLGIIGNSTLLRIIYKNKCMRNGPNILIASLALGDLLHIIIDIPINVYKLLAEDWPFGVEMCKLVPFIQKASVGITVLSLCALSIDRYRAVASWSRIKGIGVPKWTAVEIVLIWVVSVVLAVPEALGFDMITTDYKGNRLRICLLHPTQKTAFMQFYKTAKDWWLFSFYFCLPLAITAFFYTLMTCEMLRKKSGMQIALNDHLKQRREVAKTVFCLVLVFALCWLPLHLSRILKLTLYDQNDSNRCELLSFLLVLDYIGINMASLNSCINPIALYLVSKRFKNCFKSCLCCWCQSFEEKQSLEEKQSCLKFKANDHGYDNFRSSNKYSSS. The pIC50 is 4.0.